From a dataset of Catalyst prediction with 721,799 reactions and 888 catalyst types from USPTO. Predict which catalyst facilitates the given reaction. (1) Reactant: [OH:1][C:2]1C=CC(C(O)=O)=[CH:4][N:3]=1.[OH:11]N1C2N=CC=CC=2N=N1.Cl.CN(C)CC[CH2:26][N:27]=[C:28]=[N:29]CC.[CH3:33][C:34]([CH3:38])([CH3:37])[CH2:35]N.C(N(CC)C(C)C)(C)C.C([O:51][CH2:52][CH3:53])(=O)C. Product: [OH:51][C:52]1[CH:53]=[N:29][C:28]([N:3]2[C:4](=[O:11])[CH2:35][C:34]([CH3:38])([CH3:37])[CH2:33][C:2]2=[O:1])=[N:27][CH:26]=1. The catalyst class is: 9. (2) Reactant: [S:1]1[CH:5]=[CH:4][N:3]=[C:2]1[C:6](=[O:8])[CH3:7].[CH:9](OC)(OC)[O:10]C.[C:16]1(C)C=CC(S(O)(=O)=O)=CC=1. Product: [CH3:16][O:8][C:6]([C:2]1[S:1][CH:5]=[CH:4][N:3]=1)([O:10][CH3:9])[CH3:7]. The catalyst class is: 5.